Predict the product of the given reaction. From a dataset of Forward reaction prediction with 1.9M reactions from USPTO patents (1976-2016). (1) Given the reactants [NH2:1][C:2]1[C:3]2[C:10]([C:11]3[CH:16]=[CH:15][C:14]([NH:17][C:18]([C:20]4[C:21](=[O:32])[N:22]([C:26]5[CH:31]=[CH:30][CH:29]=[CH:28][CH:27]=5)[CH:23]=[CH:24][CH:25]=4)=[O:19])=[CH:13][CH:12]=3)=[CH:9][N:8]([CH:33]3[CH2:36][C:35]([OH:39])(CO)[CH2:34]3)[C:4]=2[N:5]=[CH:6][N:7]=1.I([O-])(=O)(=O)=O.[Na+], predict the reaction product. The product is: [NH2:1][C:2]1[C:3]2[C:10]([C:11]3[CH:12]=[CH:13][C:14]([NH:17][C:18]([C:20]4[C:21](=[O:32])[N:22]([C:26]5[CH:31]=[CH:30][CH:29]=[CH:28][CH:27]=5)[CH:23]=[CH:24][CH:25]=4)=[O:19])=[CH:15][CH:16]=3)=[CH:9][N:8]([CH:33]3[CH2:36][C:35](=[O:39])[CH2:34]3)[C:4]=2[N:5]=[CH:6][N:7]=1. (2) Given the reactants Cl[C:2]1[N:7]=[C:6]([Cl:8])[N:5]=[C:4]([Cl:9])[N:3]=1.[Br:10][C:11]1[CH:17]=[C:16]([CH3:18])[CH:15]=[C:14]([Br:19])[C:12]=1[NH2:13], predict the reaction product. The product is: [Cl:9][C:4]1[N:5]=[C:6]([Cl:8])[N:7]=[C:2]([NH:13][C:12]2[C:11]([Br:10])=[CH:17][C:16]([CH3:18])=[CH:15][C:14]=2[Br:19])[N:3]=1. (3) The product is: [Al+3:21].[CH2:1]([P:3]([O-:5])[O-:4])[CH3:2].[CH2:1]([P:3]([O-:5])[O-:4])[CH3:2].[CH2:1]([P:3]([O-:5])[O-:4])[CH3:2].[Al+3:21]. Given the reactants [CH2:1]([P:3]([OH:5])[OH:4])[CH3:2].[OH-].[Na+].O.O.O.O.O.O.O.O.O.[N+]([O-])([O-])=O.[Al+3:21].[N+]([O-])([O-])=O.[N+]([O-])([O-])=O, predict the reaction product. (4) Given the reactants [Cl:1][C:2]1[CH:7]=[CH:6][C:5]([C:8]2[CH:13]=[N:12][N:11]3[C:14](=[O:17])[NH:15][N:16]=[C:10]3[C:9]=2[C:18]2[CH:23]=[CH:22][C:21]([Cl:24])=[CH:20][CH:19]=2)=[CH:4][CH:3]=1.[CH2:25]([O:29][CH2:30][CH3:31])[CH:26]1[O:28][CH2:27]1.C([O-])([O-])=O.[K+].[K+], predict the reaction product. The product is: [Cl:1][C:2]1[CH:7]=[CH:6][C:5]([C:8]2[CH:13]=[N:12][N:11]3[C:14](=[O:17])[N:15]([CH2:27][CH:26]([OH:28])[CH2:25][O:29][CH2:30][CH3:31])[N:16]=[C:10]3[C:9]=2[C:18]2[CH:23]=[CH:22][C:21]([Cl:24])=[CH:20][CH:19]=2)=[CH:4][CH:3]=1. (5) Given the reactants [CH3:1][O:2][CH2:3][CH2:4][N:5]1[C:9]2=[CH:10][N:11]=[CH:12][CH:13]=[C:8]2[C:7]([C:14]([OH:16])=O)=[CH:6]1.[C:17]([O:21][C:22](=[O:37])[NH:23][CH2:24][C:25]1[CH:30]=[CH:29][CH:28]=[C:27]([CH:31]2[CH2:36][CH2:35][NH:34][CH2:33][CH2:32]2)[CH:26]=1)([CH3:20])([CH3:19])[CH3:18], predict the reaction product. The product is: [C:17]([O:21][C:22](=[O:37])[NH:23][CH2:24][C:25]1[CH:30]=[CH:29][CH:28]=[C:27]([CH:31]2[CH2:36][CH2:35][N:34]([C:14]([C:7]3[C:8]4[C:9](=[CH:10][N:11]=[CH:12][CH:13]=4)[N:5]([CH2:4][CH2:3][O:2][CH3:1])[CH:6]=3)=[O:16])[CH2:33][CH2:32]2)[CH:26]=1)([CH3:20])([CH3:18])[CH3:19]. (6) Given the reactants P([O-])([O-])([O-])=O.[K+].[K+].[K+].COC(C)(C)C.[NH2:15][CH:16]([C:24]1[CH:29]=[CH:28][CH:27]=[CH:26][CH:25]=1)[CH2:17][C:18]([O:20]CCC)=[O:19], predict the reaction product. The product is: [NH2:15][C@H:16]([C:24]1[CH:29]=[CH:28][CH:27]=[CH:26][CH:25]=1)[CH2:17][C:18]([OH:20])=[O:19].